This data is from Forward reaction prediction with 1.9M reactions from USPTO patents (1976-2016). The task is: Predict the product of the given reaction. (1) Given the reactants [NH2:1][C:2]1[CH:3]=[C:4]2[C:9](=[C:10]([C:12]([N:14]([CH3:16])[CH3:15])=[O:13])[CH:11]=1)[N:8]=[CH:7][C:6]([C:17]#[N:18])=[C:5]2[NH:19][C:20]1[CH:25]=[CH:24][C:23]([F:26])=[C:22]([Cl:27])[CH:21]=1.[C:28]([C:30]1[CH:37]=[CH:36][C:33]([CH:34]=O)=[CH:32][CH:31]=1)#[N:29].[BH3-]C#N.[Na+], predict the reaction product. The product is: [Cl:27][C:22]1[CH:21]=[C:20]([NH:19][C:5]2[C:4]3[C:9](=[C:10]([C:12]([N:14]([CH3:15])[CH3:16])=[O:13])[CH:11]=[C:2]([NH:1][CH2:34][C:33]4[CH:36]=[CH:37][C:30]([C:28]#[N:29])=[CH:31][CH:32]=4)[CH:3]=3)[N:8]=[CH:7][C:6]=2[C:17]#[N:18])[CH:25]=[CH:24][C:23]=1[F:26]. (2) The product is: [F:32][C:31]([F:34])([F:33])[S:28]([O:1][C:2]1[CH:11]=[C:10]2[C:5]([C:6](=[O:21])[C:7]([C:12]3[CH:13]=[CH:14][C:15]([N+:18]([O-:20])=[O:19])=[CH:16][CH:17]=3)=[CH:8][O:9]2)=[CH:4][CH:3]=1)(=[O:30])=[O:29]. Given the reactants [OH:1][C:2]1[CH:11]=[C:10]2[C:5]([C:6](=[O:21])[C:7]([C:12]3[CH:17]=[CH:16][C:15]([N+:18]([O-:20])=[O:19])=[CH:14][CH:13]=3)=[CH:8][O:9]2)=[CH:4][CH:3]=1.N1C=CC=CC=1.[S:28](O[S:28]([C:31]([F:34])([F:33])[F:32])(=[O:30])=[O:29])([C:31]([F:34])([F:33])[F:32])(=[O:30])=[O:29], predict the reaction product.